From a dataset of Reaction yield outcomes from USPTO patents with 853,638 reactions. Predict the reaction yield, written as a fraction of the theoretical maximum amount of product (1.0 means a 100% yield; for example, 0.34 means a 34% yield). (1) The reactants are [F:1][C:2]1[CH:7]=[CH:6][C:5]([NH:8][C:9](=[O:29])[CH2:10][C:11]([NH:13][C:14]2[CH:19]=[CH:18][C:17]([O:20][C:21]3[CH:26]=[CH:25][N:24]=[C:23]([NH2:27])[CH:22]=3)=[CH:16][C:15]=2[F:28])=[O:12])=[CH:4][CH:3]=1.C(N(CC)CC)C.[C:37](Cl)(=[O:39])[CH3:38].[OH-].[Na+]. The catalyst is CN(C)C=O. The product is [F:1][C:2]1[CH:3]=[CH:4][C:5]([NH:8][C:9](=[O:29])[CH2:10][C:11]([NH:13][C:14]2[CH:19]=[CH:18][C:17]([O:20][C:21]3[CH:26]=[CH:25][N:24]=[C:23]([NH:27][C:37](=[O:39])[CH3:38])[CH:22]=3)=[CH:16][C:15]=2[F:28])=[O:12])=[CH:6][CH:7]=1. The yield is 0.410. (2) The reactants are [OH:1][C:2]1[CH:7]=[CH:6][CH:5]=[CH:4][C:3]=1[C:8]1[O:12][N:11]=[C:10]([C:13]([O:15]C)=[O:14])[CH:9]=1.[Li+].[OH-]. No catalyst specified. The product is [OH:1][C:2]1[CH:7]=[CH:6][CH:5]=[CH:4][C:3]=1[C:8]1[O:12][N:11]=[C:10]([C:13]([OH:15])=[O:14])[CH:9]=1. The yield is 0.650. (3) The reactants are [Cl:1][C:2]1[C:3]([O:12][C:13]2[CH:18]=[C:17]([O:19][CH2:20][CH2:21][O:22][CH3:23])[CH:16]=[CH:15][C:14]=2/[CH:24]=[CH:25]/[C:26](O)=[O:27])=[N:4][CH:5]=[C:6]([C:8]([F:11])([F:10])[F:9])[CH:7]=1.Cl.C(N=C=NCCCN(C)C)C.[F:41][C:42]([F:49])([F:48])[CH2:43][S:44]([NH2:47])(=[O:46])=[O:45].Cl. The catalyst is C(#N)C.CN(C)C1C=CN=CC=1.C(OCC)(=O)C. The product is [Cl:1][C:2]1[C:3]([O:12][C:13]2[CH:18]=[C:17]([O:19][CH2:20][CH2:21][O:22][CH3:23])[CH:16]=[CH:15][C:14]=2/[CH:24]=[CH:25]/[C:26]([NH:47][S:44]([CH2:43][C:42]([F:49])([F:48])[F:41])(=[O:46])=[O:45])=[O:27])=[N:4][CH:5]=[C:6]([C:8]([F:11])([F:9])[F:10])[CH:7]=1. The yield is 0.760. (4) The reactants are [CH2:1]([OH:13])[CH2:2][CH2:3][CH2:4][CH2:5][CH2:6][CH2:7][CH2:8][CH2:9][CH2:10][CH2:11][CH3:12].C(N(CC)CC)C.[Br:21][CH:22]([CH3:26])[C:23](Br)=[O:24]. The catalyst is C1(C)C=CC=CC=1. The product is [Br:21][CH:22]([CH3:26])[C:23]([O:13][CH2:1][CH2:2][CH2:3][CH2:4][CH2:5][CH2:6][CH2:7][CH2:8][CH2:9][CH2:10][CH2:11][CH3:12])=[O:24]. The yield is 0.940. (5) The reactants are [O:1]=[C:2]1[CH2:6][CH2:5][CH2:4][C:3]1=[CH:7][C:8]1[C:16]2[C:11](=[CH:12][CH:13]=[C:14]([C:17]#[N:18])[CH:15]=2)[NH:10][CH:9]=1. The catalyst is CO.[Pd]. The product is [O:1]=[C:2]1[CH2:6][CH2:5][CH2:4][CH:3]1[CH2:7][C:8]1[C:16]2[C:11](=[CH:12][CH:13]=[C:14]([C:17]#[N:18])[CH:15]=2)[NH:10][CH:9]=1. The yield is 0.180. (6) The reactants are [NH2:1][CH2:2][C:3]1[CH:12]=[CH:11][C:6]([C:7]([O:9][CH3:10])=[O:8])=[CH:5][CH:4]=1.[CH3:13][S:14](Cl)(=[O:16])=[O:15]. The catalyst is C(Cl)Cl. The product is [CH3:13][S:14]([NH:1][CH2:2][C:3]1[CH:4]=[CH:5][C:6]([C:7]([O:9][CH3:10])=[O:8])=[CH:11][CH:12]=1)(=[O:16])=[O:15]. The yield is 0.450.